From a dataset of Experimentally validated miRNA-target interactions with 360,000+ pairs, plus equal number of negative samples. Binary Classification. Given a miRNA mature sequence and a target amino acid sequence, predict their likelihood of interaction. (1) The miRNA is mmu-miR-1195 with sequence UGAGUUCGAGGCCAGCCUGCUCA. The protein sequence of the target gene is MPVMKGLLAPQNTFLDTIATRFDGTHSNFLLANAQGTRGFPIVYCSDGFCELTGYGRTEVMQKTCSCRFLYGPETSEPALQRLHKALEGHQEHRAEICFYRKDGSAFWCLLDMMPIKNEMGEVVLFLFSFKDITQSGSPGLGPQGGRGDSNHENSLGRRGATWKFRSARRRSRTVLHRLTGHFGRRGQGGMKANNNVFEPKPSVPEYKVASVGGSRCLLLHYSVSKAIWDGLILLATFYVAVTVPYNVCFSGDDDTPITSRHTLVSDIAVEMLFILDIILNFRTTYVSQSGQVISAPRSI.... Result: 0 (no interaction). (2) The miRNA is mmu-miR-743b-5p with sequence UGUUCAGACUGGUGUCCAUCA. The protein sequence of the target gene is MALTMLNGLLIKDSSPPMLHQISKTPQLDAFNYQSCFMQDLFAHFPEVLFIHRTYNPRGKVLYTFLVDGPRVQVEGPLARAVYFAIPTNEDARGLAQMFQVFKKFNPAWERVNTILVDPHFLLLPTLTMEFPTAEVLLSAFHICKFLQGKFYQLPLEQPVQRLLLSSLQSTMCSATAGNLRKLYTLLNNCIPSSRLPELHSHWLLNDRIWLAHRWRSRAQSSRYFQSLEIMAHILSQFFGTTPFEKQGMASVFRYMQQNSSDKASLSLAETPQDSHTPSEASAENPNTEQLVEARIQHSL.... Result: 0 (no interaction).